This data is from Full USPTO retrosynthesis dataset with 1.9M reactions from patents (1976-2016). The task is: Predict the reactants needed to synthesize the given product. Given the product [CH2:1]([O:8][C:9]1[C:14](=[O:15])[CH:13]=[C:12]([CH2:16][NH:17][S:18]([C:21]2[CH:26]=[CH:25][CH:24]=[C:23]([Cl:27])[CH:22]=2)(=[O:20])=[O:19])[N:46]([CH3:45])[C:10]=1[C:28]([OH:30])=[O:29])[C:2]1[CH:7]=[CH:6][CH:5]=[CH:4][CH:3]=1, predict the reactants needed to synthesize it. The reactants are: [CH2:1]([O:8][C:9]1[C:14](=[O:15])[CH:13]=[C:12]([CH2:16][NH:17][S:18]([C:21]2[CH:26]=[CH:25][CH:24]=[C:23]([Cl:27])[CH:22]=2)(=[O:20])=[O:19])O[C:10]=1[C:28]([OH:30])=[O:29])[C:2]1[CH:7]=[CH:6][CH:5]=[CH:4][CH:3]=1.C1(S(C(N)C2[N:46](C)[C:45](C(O)=O)=C(OCC3C=CC=CC=3)C(=O)C=2)(=O)=O)C=CC=CC=1.